From a dataset of Reaction yield outcomes from USPTO patents with 853,638 reactions. Predict the reaction yield, written as a fraction of the theoretical maximum amount of product (1.0 means a 100% yield; for example, 0.34 means a 34% yield). (1) The reactants are C(=O)([O-])[O-].[Cs+].[Cs+].[OH:7][C:8]1[CH:13]=[CH:12][C:11]([C:14]2[CH:15]=[C:16]3[C:21](=[CH:22][CH:23]=2)[N:20]=[C:19]([C:24]([O:26][CH2:27][CH3:28])=[O:25])[CH:18]=[CH:17]3)=[CH:10][C:9]=1[CH3:29].Cl[CH2:31][C:32]1[C:33]([C:40]2[C:45]([Cl:46])=[CH:44][CH:43]=[CH:42][C:41]=2[Cl:47])=[N:34][O:35][C:36]=1[CH:37]([CH3:39])[CH3:38].O. The catalyst is CN(C)C=O. The product is [Cl:46][C:45]1[CH:44]=[CH:43][CH:42]=[C:41]([Cl:47])[C:40]=1[C:33]1[C:32]([CH2:31][O:7][C:8]2[CH:13]=[CH:12][C:11]([C:14]3[CH:15]=[C:16]4[C:21](=[CH:22][CH:23]=3)[N:20]=[C:19]([C:24]([O:26][CH2:27][CH3:28])=[O:25])[CH:18]=[CH:17]4)=[CH:10][C:9]=2[CH3:29])=[C:36]([CH:37]([CH3:39])[CH3:38])[O:35][N:34]=1. The yield is 0.220. (2) The reactants are [NH:1]1[CH2:6][CH2:5][CH2:4][CH2:3][CH2:2]1.[F:7][C:8]1[CH:9]=[C:10]([N+:15]([O-:17])=[O:16])[CH:11]=[CH:12][C:13]=1F.C(N(C(C)C)CC)(C)C. The catalyst is C(#N)C. The product is [F:7][C:8]1[CH:9]=[C:10]([N+:15]([O-:17])=[O:16])[CH:11]=[CH:12][C:13]=1[N:1]1[CH2:6][CH2:5][CH2:4][CH2:3][CH2:2]1. The yield is 0.920. (3) The reactants are Br[C:2]1[C:3]([C:10]2[C:11]([F:29])=[N:12][CH:13]=[C:14]([C:16]3[CH:21]=[CH:20][C:19]([CH2:22][N:23]4[CH2:28][CH2:27][CH2:26][CH2:25][CH2:24]4)=[CH:18][CH:17]=3)[CH:15]=2)=[C:4]([NH2:9])[CH:5]=[N:6][C:7]=1[Cl:8].[CH:30]([Sn](CCCC)(CCCC)CCCC)=[CH2:31].[Cl-].[Li+]. The catalyst is O1CCOCC1.O.C1C=CC([P]([Pd]([P](C2C=CC=CC=2)(C2C=CC=CC=2)C2C=CC=CC=2)([P](C2C=CC=CC=2)(C2C=CC=CC=2)C2C=CC=CC=2)[P](C2C=CC=CC=2)(C2C=CC=CC=2)C2C=CC=CC=2)(C2C=CC=CC=2)C2C=CC=CC=2)=CC=1. The product is [Cl:8][C:7]1[N:6]=[CH:5][C:4]([NH2:9])=[C:3]([C:10]2[C:11]([F:29])=[N:12][CH:13]=[C:14]([C:16]3[CH:21]=[CH:20][C:19]([CH2:22][N:23]4[CH2:28][CH2:27][CH2:26][CH2:25][CH2:24]4)=[CH:18][CH:17]=3)[CH:15]=2)[C:2]=1[CH:30]=[CH2:31]. The yield is 0.820. (4) The reactants are [Cl:1][C:2]1[C:3](=[O:27])[N:4]([C:10]2[CH:15]=[C:14]([C:16]3[CH:21]=[CH:20][N:19]=[C:18]([C:22]([OH:25])([CH3:24])[CH3:23])[N:17]=3)[CH:13]=[CH:12][C:11]=2[CH3:26])[C:5]([CH3:9])=[N:6][C:7]=1[OH:8].Cl[CH2:29][C:30]1[C:35]([F:36])=[CH:34][C:33]([F:37])=[CH:32][N:31]=1.C(=O)([O-])[O-].[K+].[K+].C1OCCOCCOCCOCCOCCOC1. The catalyst is CN(C)C=O. The product is [Cl:1][C:2]1[C:3](=[O:27])[N:4]([C:10]2[CH:15]=[C:14]([C:16]3[CH:21]=[CH:20][N:19]=[C:18]([C:22]([OH:25])([CH3:23])[CH3:24])[N:17]=3)[CH:13]=[CH:12][C:11]=2[CH3:26])[C:5]([CH3:9])=[N:6][C:7]=1[O:8][CH2:29][C:30]1[C:35]([F:36])=[CH:34][C:33]([F:37])=[CH:32][N:31]=1. The yield is 0.370.